This data is from Forward reaction prediction with 1.9M reactions from USPTO patents (1976-2016). The task is: Predict the product of the given reaction. (1) Given the reactants C[Mg]I.C([C:6]1[CH:11]=[C:10]([CH3:12])[N:9]=[C:8]([CH3:13])[CH:7]=1)#N.CC[O:16][CH2:17][CH3:18], predict the reaction product. The product is: [CH3:13][C:8]1[CH:7]=[C:6]([C:17](=[O:16])[CH3:18])[CH:11]=[C:10]([CH3:12])[N:9]=1. (2) Given the reactants [F:1][C:2]1[CH:3]=[C:4]2[C:17](=[C:18]([F:20])[CH:19]=1)[C:16]1[C:7](=[C:8]3[C:13](=[CH:14][CH:15]=1)[CH:12]=[C:11]([OH:21])[CH:10]=[CH:9]3)[CH:6]([C:22]1[CH:27]=[CH:26][C:25]([O:28][CH2:29][CH2:30][N:31]3[CH2:36][CH2:35][CH2:34][CH2:33][CH2:32]3)=[CH:24][CH:23]=1)[O:5]2.[ClH:37], predict the reaction product. The product is: [ClH:37].[F:1][C:2]1[CH:3]=[C:4]2[C:17](=[C:18]([F:20])[CH:19]=1)[C:16]1[C:7](=[C:8]3[C:13](=[CH:14][CH:15]=1)[CH:12]=[C:11]([OH:21])[CH:10]=[CH:9]3)[CH:6]([C:22]1[CH:23]=[CH:24][C:25]([O:28][CH2:29][CH2:30][N:31]3[CH2:32][CH2:33][CH2:34][CH2:35][CH2:36]3)=[CH:26][CH:27]=1)[O:5]2. (3) Given the reactants [C:1]([O:5][C:6](=[O:28])[C:7]1[CH:12]=[CH:11][C:10]([NH:13][CH:14]([C:18]2[CH:23]=[CH:22][C:21]([C:24]([CH3:27])([CH3:26])[CH3:25])=[CH:20][CH:19]=2)[C:15]([OH:17])=O)=[CH:9][CH:8]=1)([CH3:4])([CH3:3])[CH3:2].C1C=CC2N(O)N=NC=2C=1.CCN=C=NCCCN(C)C.[I:50][C:51]1[CH:57]=[CH:56][C:54]([NH2:55])=[CH:53][CH:52]=1.CCN(C(C)C)C(C)C, predict the reaction product. The product is: [C:1]([O:5][C:6](=[O:28])[C:7]1[CH:12]=[CH:11][C:10]([NH:13][CH:14]([C:18]2[CH:23]=[CH:22][C:21]([C:24]([CH3:25])([CH3:27])[CH3:26])=[CH:20][CH:19]=2)[C:15](=[O:17])[NH:55][C:54]2[CH:56]=[CH:57][C:51]([I:50])=[CH:52][CH:53]=2)=[CH:9][CH:8]=1)([CH3:3])([CH3:4])[CH3:2]. (4) Given the reactants O.[OH-].[Li+].[F:4][C:5]1[CH:10]=[C:9]([F:11])[C:8]([F:12])=[CH:7][C:6]=1[NH:13][C:14]1[O:18][C:17]([C:19]2[NH:20][C:21]3[CH:27]=[C:26]([O:28][C@@H:29]4[CH2:34][CH2:33][C@H:32]([C:35]([O:37]CC)=[O:36])[CH2:31][CH2:30]4)[CH:25]=[CH:24][C:22]=3[N:23]=2)=[N:16][N:15]=1.CO.O, predict the reaction product. The product is: [F:4][C:5]1[CH:10]=[C:9]([F:11])[C:8]([F:12])=[CH:7][C:6]=1[NH:13][C:14]1[O:18][C:17]([C:19]2[NH:20][C:21]3[CH:27]=[C:26]([O:28][C@@H:29]4[CH2:30][CH2:31][C@H:32]([C:35]([OH:37])=[O:36])[CH2:33][CH2:34]4)[CH:25]=[CH:24][C:22]=3[N:23]=2)=[N:16][N:15]=1. (5) Given the reactants [NH:1]([C:8]1[C:9](=O)[NH:10][CH:11]=[CH:12][CH:13]=1)[C:2]1[CH:7]=[CH:6][CH:5]=[CH:4][CH:3]=1.C([O:17]C1C=CC2C(=CC=CC=2)N1C(OCC)=O)C.[C:33]([C@@]1(C(O)=O)CCCN1OC)([O:35][C:36]([CH3:39])([CH3:38])[CH3:37])=[O:34], predict the reaction product. The product is: [C:33]([N:10]1[CH2:11][CH2:12][CH2:13][C@H:9]1[C:8]([NH:1][C:2]1[CH:3]=[CH:4][CH:5]=[CH:6][CH:7]=1)=[O:17])([O:35][C:36]([CH3:39])([CH3:38])[CH3:37])=[O:34].